Dataset: Reaction yield outcomes from USPTO patents with 853,638 reactions. Task: Predict the reaction yield, written as a fraction of the theoretical maximum amount of product (1.0 means a 100% yield; for example, 0.34 means a 34% yield). (1) The reactants are [F:1][C:2]1[CH:7]=[CH:6][CH:5]=[CH:4][C:3]=1[C:8]1[NH:12][CH:11]=[C:10]([CH:13]=[O:14])[CH:9]=1.[H-].[Na+].C1OCCOCCOCCOCCOC1.[Cl:32][C:33]1[N:38]=[CH:37][C:36]([S:39](Cl)(=[O:41])=[O:40])=[CH:35][CH:34]=1. The catalyst is O1CCCC1.O. The product is [Cl:32][C:33]1[N:38]=[CH:37][C:36]([S:39]([N:12]2[C:8]([C:3]3[CH:4]=[CH:5][CH:6]=[CH:7][C:2]=3[F:1])=[CH:9][C:10]([CH:13]=[O:14])=[CH:11]2)(=[O:41])=[O:40])=[CH:35][CH:34]=1. The yield is 0.660. (2) The reactants are [O:1]=[C:2]1[N:10]([CH2:11][CH2:12][CH3:13])[C:9]2[N:8]=[C:7]([C:14]34[CH:20]5[CH:21]6[CH:15]3[CH:16]3[CH:19]4[CH:18]5[C:17]36[C:22](O)=[O:23])[NH:6][C:5]=2[C:4](=[O:25])[N:3]1[CH2:26][CH2:27][CH3:28].CN(C(ON1N=NC2C=CC=NC1=2)=[N+](C)C)C.F[P-](F)(F)(F)(F)F.CCN(C(C)C)C(C)C.[BH4-].[Na+].Cl. The catalyst is CC#N. The product is [OH:23][CH2:22][C:17]12[CH:18]3[CH:19]4[C:14]5([C:7]6[NH:6][C:5]7[C:4](=[O:25])[N:3]([CH2:26][CH2:27][CH3:28])[C:2](=[O:1])[N:10]([CH2:11][CH2:12][CH3:13])[C:9]=7[N:8]=6)[CH:20]3[CH:21]1[CH:15]5[CH:16]24. The yield is 0.520. (3) The reactants are [C:1]([Si:5]([CH3:8])([CH3:7])Cl)([CH3:4])([CH3:3])[CH3:2].[Cl:9][C:10]1[CH:15]=[CH:14][C:13]([C:16]2[CH:21]=[CH:20][CH:19]=[C:18]([OH:22])[CH:17]=2)=[C:12]([N+:23]([O-:25])=[O:24])[CH:11]=1.N1C=CN=C1. The catalyst is CN(C)C=O. The product is [C:1]([Si:5]([O:22][C:18]1[CH:17]=[C:16]([C:13]2[CH:14]=[CH:15][C:10]([Cl:9])=[CH:11][C:12]=2[N+:23]([O-:25])=[O:24])[CH:21]=[CH:20][CH:19]=1)([CH3:8])[CH3:7])([CH3:4])([CH3:3])[CH3:2]. The yield is 0.940. (4) The reactants are C(N(CC)CC)C.[C:8]([Si:10]([CH3:13])([CH3:12])[CH3:11])#[CH:9].[CH2:14]([C:16]([C:27]1[CH:32]=[CH:31][C:30](OS(C(F)(F)F)(=O)=O)=[C:29]([CH3:41])[CH:28]=1)([C:19]1[CH:24]=[CH:23][C:22]([OH:25])=[C:21]([CH3:26])[CH:20]=1)[CH2:17][CH3:18])[CH3:15]. The catalyst is C(#N)C.[Cu]I.C1C=CC([P]([Pd]([P](C2C=CC=CC=2)(C2C=CC=CC=2)C2C=CC=CC=2)([P](C2C=CC=CC=2)(C2C=CC=CC=2)C2C=CC=CC=2)[P](C2C=CC=CC=2)(C2C=CC=CC=2)C2C=CC=CC=2)(C2C=CC=CC=2)C2C=CC=CC=2)=CC=1. The product is [CH2:14]([C:16]([C:19]1[CH:24]=[CH:23][C:22]([OH:25])=[C:21]([CH3:26])[CH:20]=1)([C:27]1[CH:32]=[CH:31][C:30]([C:9]#[C:8][Si:10]([CH3:13])([CH3:12])[CH3:11])=[C:29]([CH3:41])[CH:28]=1)[CH2:17][CH3:18])[CH3:15]. The yield is 0.740.